From a dataset of Full USPTO retrosynthesis dataset with 1.9M reactions from patents (1976-2016). Predict the reactants needed to synthesize the given product. (1) Given the product [N:1]1[CH:6]=[CH:5][CH:4]=[CH:3][C:2]=1[C:7]1[C:11]([C:12]([F:14])([F:15])[F:13])=[C:10]([C:16]([OH:18])=[O:17])[O:9][N:8]=1, predict the reactants needed to synthesize it. The reactants are: [N:1]1[CH:6]=[CH:5][CH:4]=[CH:3][C:2]=1[C:7]1[C:11]([C:12]([F:15])([F:14])[F:13])=[C:10]([C:16]([O:18]CC)=[O:17])[O:9][N:8]=1.O.[OH-].[Li+].Cl. (2) Given the product [C:1]([NH:22][CH2:23][CH2:24][CH2:25][CH2:26][C@H:27]([NH:32][C:33](=[O:43])[CH2:34]/[CH:35]=[CH:36]/[C:37]1[CH:38]=[N:39][CH:40]=[CH:41][CH:42]=1)[C:28]([OH:30])=[O:29])(=[O:21])[CH2:2][CH2:3][CH2:4]/[CH:5]=[CH:6]\[CH2:7]/[CH:8]=[CH:9]\[CH2:10]/[CH:11]=[CH:12]\[CH2:13]/[CH:14]=[CH:15]\[CH2:16]/[CH:17]=[CH:18]\[CH2:19][CH3:20], predict the reactants needed to synthesize it. The reactants are: [C:1]([NH:22][CH2:23][CH2:24][CH2:25][CH2:26][C@H:27]([NH:32][C:33](=[O:43])[CH2:34]/[CH:35]=[CH:36]/[C:37]1[CH:38]=[N:39][CH:40]=[CH:41][CH:42]=1)[C:28]([O:30]C)=[O:29])(=[O:21])[CH2:2][CH2:3][CH2:4]/[CH:5]=[CH:6]\[CH2:7]/[CH:8]=[CH:9]\[CH2:10]/[CH:11]=[CH:12]\[CH2:13]/[CH:14]=[CH:15]\[CH2:16]/[CH:17]=[CH:18]\[CH2:19][CH3:20].[OH-].[Na+].Cl. (3) The reactants are: [C:1]([C:3]1[C:4]([N:15]2[CH2:20][CH2:19][C:18]([CH3:24])([C:21]([OH:23])=O)[CH2:17][CH2:16]2)=[N:5][C:6]([CH3:14])=[C:7]([C:9]([O:11][CH2:12][CH3:13])=[O:10])[CH:8]=1)#[N:2].CCN=C=NCCCN(C)C.C1C=CC2N(O)N=NC=2C=1.[Cl:46][C:47]1[S:51][C:50]([S:52]([NH2:55])(=[O:54])=[O:53])=[CH:49][CH:48]=1.CCN(C(C)C)C(C)C. Given the product [Cl:46][C:47]1[S:51][C:50]([S:52]([NH:55][C:21]([C:18]2([CH3:24])[CH2:19][CH2:20][N:15]([C:4]3[C:3]([C:1]#[N:2])=[CH:8][C:7]([C:9]([O:11][CH2:12][CH3:13])=[O:10])=[C:6]([CH3:14])[N:5]=3)[CH2:16][CH2:17]2)=[O:23])(=[O:54])=[O:53])=[CH:49][CH:48]=1, predict the reactants needed to synthesize it. (4) The reactants are: [Br-].[Mg+2].[Br-].[C:4]([O:10][CH2:11][N:12]1[C:21](=[O:22])[C:20]2[C:15](=[CH:16][CH:17]=[CH:18][C:19]=2[O:23]C)[N:14]=[CH:13]1)(=[O:9])[C:5]([CH3:8])([CH3:7])[CH3:6]. Given the product [C:4]([O:10][CH2:11][N:12]1[C:21](=[O:22])[C:20]2[C:15](=[CH:16][CH:17]=[CH:18][C:19]=2[OH:23])[N:14]=[CH:13]1)(=[O:9])[C:5]([CH3:8])([CH3:7])[CH3:6], predict the reactants needed to synthesize it.